This data is from CYP1A2 inhibition data for predicting drug metabolism from PubChem BioAssay. The task is: Regression/Classification. Given a drug SMILES string, predict its absorption, distribution, metabolism, or excretion properties. Task type varies by dataset: regression for continuous measurements (e.g., permeability, clearance, half-life) or binary classification for categorical outcomes (e.g., BBB penetration, CYP inhibition). Dataset: cyp1a2_veith. (1) The molecule is Cc1ccc(SCC(=O)N2c3ccccc3Sc3ccccc32)cc1. The result is 1 (inhibitor). (2) The drug is c1ccc([C@H](c2cccc3c2ccc2ccccc23)[C@H](c2ccccc2)c2cccc3c2ccc2ccccc23)cc1. The result is 0 (non-inhibitor). (3) The molecule is C[C@H](N)[C@H](O)c1cccc(O)c1.O=C(O)[C@@H](O)[C@@H](O)C(=O)O.O=C(O)[C@@H](O)[C@@H](O)C(=O)O. The result is 0 (non-inhibitor). (4) The molecule is Nc1ccc(S(=O)(=O)c2ccc(NCN3C(=O)NC(=O)C(=O)C3=O)cc2)cc1. The result is 0 (non-inhibitor). (5) The compound is CC(=O)c1cccc(NC=C2C(=O)OC3(CCCCC3)OC2=O)c1. The result is 1 (inhibitor). (6) The drug is Cc1sc(NC(=O)c2ccco2)c(C(c2cccnc2)N2CCN(C)CC2)c1C. The result is 0 (non-inhibitor).